Dataset: Full USPTO retrosynthesis dataset with 1.9M reactions from patents (1976-2016). Task: Predict the reactants needed to synthesize the given product. (1) The reactants are: [CH:1]1([CH:4]([C:11]2[CH:16]=[CH:15][CH:14]=[C:13]([CH2:17][N:18]([C:31]3[CH:36]=[CH:35][C:34]([C:37]4[CH:42]=[C:41]([O:43][CH3:44])[CH:40]=[CH:39][C:38]=4[F:45])=[C:33]([CH2:46][C:47]([CH3:50])([CH3:49])[CH3:48])[CH:32]=3)S(C3C=CC=CC=3[N+]([O-])=O)(=O)=O)[CH:12]=2)[CH2:5][C:6]([O:8][CH2:9][CH3:10])=[O:7])[CH2:3][CH2:2]1.SCC(O)=O.O.[OH-].[Li+].C(=O)([O-])O.[Na+]. Given the product [CH:1]1([CH:4]([C:11]2[CH:16]=[CH:15][CH:14]=[C:13]([CH2:17][NH:18][C:31]3[CH:36]=[CH:35][C:34]([C:37]4[CH:42]=[C:41]([O:43][CH3:44])[CH:40]=[CH:39][C:38]=4[F:45])=[C:33]([CH2:46][C:47]([CH3:48])([CH3:50])[CH3:49])[CH:32]=3)[CH:12]=2)[CH2:5][C:6]([O:8][CH2:9][CH3:10])=[O:7])[CH2:3][CH2:2]1, predict the reactants needed to synthesize it. (2) Given the product [CH3:8][C:6]1[C:5]([N+:9]([O-:11])=[O:10])=[CH:4][N:3]=[C:2]([CH2:1][OH:13])[CH:7]=1, predict the reactants needed to synthesize it. The reactants are: [CH3:1][C:2]1[CH:7]=[C:6]([CH3:8])[C:5]([N+:9]([O-:11])=[O:10])=[CH:4][N:3]=1.[Se]=[O:13].[BH4-].[Na+].